From a dataset of NCI-60 drug combinations with 297,098 pairs across 59 cell lines. Regression. Given two drug SMILES strings and cell line genomic features, predict the synergy score measuring deviation from expected non-interaction effect. (1) Drug 1: CN(CC1=CN=C2C(=N1)C(=NC(=N2)N)N)C3=CC=C(C=C3)C(=O)NC(CCC(=O)O)C(=O)O. Drug 2: CC(C)CN1C=NC2=C1C3=CC=CC=C3N=C2N. Cell line: OVCAR-5. Synergy scores: CSS=27.3, Synergy_ZIP=-2.32, Synergy_Bliss=-5.17, Synergy_Loewe=-20.2, Synergy_HSA=-6.62. (2) Drug 1: C1=CC(=CC=C1CCC2=CNC3=C2C(=O)NC(=N3)N)C(=O)NC(CCC(=O)O)C(=O)O. Drug 2: COC1=NC(=NC2=C1N=CN2C3C(C(C(O3)CO)O)O)N. Cell line: COLO 205. Synergy scores: CSS=45.8, Synergy_ZIP=4.27, Synergy_Bliss=4.43, Synergy_Loewe=-5.94, Synergy_HSA=2.26. (3) Drug 1: CN(C)N=NC1=C(NC=N1)C(=O)N. Drug 2: CNC(=O)C1=NC=CC(=C1)OC2=CC=C(C=C2)NC(=O)NC3=CC(=C(C=C3)Cl)C(F)(F)F. Cell line: NCI-H322M. Synergy scores: CSS=18.5, Synergy_ZIP=-4.90, Synergy_Bliss=-3.44, Synergy_Loewe=-19.5, Synergy_HSA=-5.99. (4) Drug 1: CCC1=CC2CC(C3=C(CN(C2)C1)C4=CC=CC=C4N3)(C5=C(C=C6C(=C5)C78CCN9C7C(C=CC9)(C(C(C8N6C)(C(=O)OC)O)OC(=O)C)CC)OC)C(=O)OC.C(C(C(=O)O)O)(C(=O)O)O. Drug 2: C(CN)CNCCSP(=O)(O)O. Cell line: NCI-H322M. Synergy scores: CSS=8.03, Synergy_ZIP=-0.639, Synergy_Bliss=-1.35, Synergy_Loewe=-46.5, Synergy_HSA=-1.47.